From a dataset of Forward reaction prediction with 1.9M reactions from USPTO patents (1976-2016). Predict the product of the given reaction. Given the reactants [Cl-].[CH3:2][O:3][CH2:4][P+](C1C=CC=CC=1)(C1C=CC=CC=1)C1C=CC=CC=1.CC(C)([O-])C.[K+].[N+:30]([C:33]1[CH:34]=[C:35]([CH:38]=[CH:39][CH:40]=1)[CH:36]=O)([O-:32])=[O:31].[Cl-].[NH4+], predict the reaction product. The product is: [CH3:2][O:3][CH:4]=[CH:36][C:35]1[CH:38]=[CH:39][CH:40]=[C:33]([N+:30]([O-:32])=[O:31])[CH:34]=1.